This data is from Forward reaction prediction with 1.9M reactions from USPTO patents (1976-2016). The task is: Predict the product of the given reaction. Given the reactants [CH:1]1[CH:6]=[CH:5][C:4]([N:7]([C:14]2[CH:19]=[CH:18][C:17](Br)=[CH:16][CH:15]=2)[C:8]2[CH:13]=[CH:12][CH:11]=[CH:10][CH:9]=2)=[CH:3][CH:2]=1.C([Li])CCC.[B:26](OC)([O:29]C)[O:27]C.Cl, predict the reaction product. The product is: [C:4]1([N:7]([C:8]2[CH:13]=[CH:12][CH:11]=[CH:10][CH:9]=2)[C:14]2[CH:19]=[CH:18][C:17]([B:26]([OH:29])[OH:27])=[CH:16][CH:15]=2)[CH:5]=[CH:6][CH:1]=[CH:2][CH:3]=1.